This data is from Catalyst prediction with 721,799 reactions and 888 catalyst types from USPTO. The task is: Predict which catalyst facilitates the given reaction. (1) Reactant: [Cl:1][C:2]1[CH:3]=[C:4]([CH:7]=[C:8]([O:10][C:11]2[C:16]([Cl:17])=[CH:15][CH:14]=[C:13]([CH2:18][N:19]3C(=O)C4C(=CC=CC=4)C3=O)[C:12]=2[F:30])[CH:9]=1)[C:5]#[N:6].O.NN. Product: [NH2:19][CH2:18][C:13]1[C:12]([F:30])=[C:11]([O:10][C:8]2[CH:7]=[C:4]([CH:3]=[C:2]([Cl:1])[CH:9]=2)[C:5]#[N:6])[C:16]([Cl:17])=[CH:15][CH:14]=1. The catalyst class is: 5. (2) Reactant: S(Cl)(Cl)=O.[OH:5][C:6]1([C:9]([OH:11])=O)[CH2:8][CH2:7]1.FC(F)(F)C(O)=O.[O:19]1[C:23]2[CH:24]=[CH:25][CH:26]=[CH:27][C:22]=2[N:21]=[C:20]1[C:28]1[CH:33]=[CH:32][C:31]([C:34]([N:36]2[CH2:41][CH2:40][NH:39][CH2:38][CH2:37]2)=[O:35])=[CH:30][CH:29]=1.C(N(CC)C(C)C)(C)C. Product: [O:19]1[C:23]2[CH:24]=[CH:25][CH:26]=[CH:27][C:22]=2[N:21]=[C:20]1[C:28]1[CH:33]=[CH:32][C:31]([C:34]([N:36]2[CH2:41][CH2:40][N:39]([C:9]([C:6]3([OH:5])[CH2:8][CH2:7]3)=[O:11])[CH2:38][CH2:37]2)=[O:35])=[CH:30][CH:29]=1. The catalyst class is: 139. (3) Reactant: [CH3:1][O:2][C:3]1[CH:56]=[CH:55][CH:54]=[CH:53][C:4]=1[CH2:5][O:6][CH2:7][CH2:8][CH2:9][O:10][C:11]1[CH:16]=[CH:15][C:14]([CH:17]2[CH2:22][CH2:21][N:20]([C:23]([O:25][C:26]([CH3:29])([CH3:28])[CH3:27])=[O:24])[CH2:19][CH:18]2[O:30][CH2:31][CH2:32][O:33][C:34]2[CH:39]=[CH:38][CH:37]=[CH:36][C:35]=2[CH2:40][CH2:41]OS(C2C=CC(C)=CC=2)(=O)=O)=[CH:13][CH:12]=1.[CH3:57][S-:58].[Na+].[CH3:60]N(C)C=O. Product: [CH3:1][O:2][C:3]1[CH:56]=[CH:55][CH:54]=[CH:53][C:4]=1[CH2:5][O:6][CH2:7][CH2:8][CH2:9][O:10][C:11]1[CH:12]=[CH:13][C:14]([CH:17]2[CH2:22][CH2:21][N:20]([C:23]([O:25][C:26]([CH3:27])([CH3:28])[CH3:29])=[O:24])[CH2:19][CH:18]2[O:30][CH2:31][CH2:32][O:33][C:34]2[CH:39]=[CH:38][CH:37]=[CH:36][C:35]=2[CH2:40][CH2:41][CH2:57][S:58][CH3:60])=[CH:15][CH:16]=1. The catalyst class is: 310. (4) Reactant: C(=O)([O-])[O-].[Na+].[Na+].[C:7]([O:10][CH:11]=[CH2:12])(=O)[CH3:8].C[C:14]12[O:20][CH:19]1[CH2:18]C(CO)[CH2:16][CH2:15]2. Product: [CH3:12][C:11]12[O:10][CH:7]1[CH2:8][CH:14]([O:20][CH:19]=[CH2:18])[CH2:15][CH2:16]2. The catalyst class is: 11. (5) Reactant: [Br:1]N1C(=O)CCC1=O.[CH3:9][C:10]1[C:15]([N+:16]([O-:18])=[O:17])=[C:14]([Cl:19])[CH:13]=[CH:12][CH:11]=1.C(OOC(=O)C1C=CC=CC=1)(=O)C1C=CC=CC=1. Product: [Br:1][CH2:9][C:10]1[CH:11]=[CH:12][CH:13]=[C:14]([Cl:19])[C:15]=1[N+:16]([O-:18])=[O:17]. The catalyst class is: 53. (6) Reactant: F[C:2]1[CH:3]=[C:4]([CH3:12])[C:5]([N+:9]([O-:11])=[O:10])=[C:6]([NH2:8])[CH:7]=1.[CH3:13][C:14]([O:17][C:18]([NH:20][CH:21]1[CH2:26][CH2:25][NH:24][CH2:23][CH2:22]1)=[O:19])([CH3:16])[CH3:15].C(N(C(C)C)CC)(C)C.C([O-])(O)=O.[Na+]. Product: [C:14]([O:17][C:18](=[O:19])[NH:20][CH:21]1[CH2:26][CH2:25][N:24]([C:2]2[CH:3]=[C:4]([CH3:12])[C:5]([N+:9]([O-:11])=[O:10])=[C:6]([NH2:8])[CH:7]=2)[CH2:23][CH2:22]1)([CH3:16])([CH3:13])[CH3:15]. The catalyst class is: 16. (7) Reactant: [CH3:1][N:2]1[C:10]2[C:5](=[CH:6][CH:7]=[C:8]([NH2:11])[CH:9]=2)[CH:4]=[N:3]1.Br[CH2:13][C:14]1[CH:24]=[CH:23][C:22]([O:25][CH3:26])=[CH:21][C:15]=1[C:16](OCC)=[O:17].C(N(CC)C(C)C)(C)C. Product: [CH3:26][O:25][C:22]1[CH:21]=[C:15]2[C:14]([CH2:13][N:11]([C:8]3[CH:9]=[C:10]4[C:5]([CH:4]=[N:3][N:2]4[CH3:1])=[CH:6][CH:7]=3)[C:16]2=[O:17])=[CH:24][CH:23]=1. The catalyst class is: 8. (8) Reactant: C1(P(C2CCCCC2)C2C=CC=CC=2C2C=CC=CC=2)CCCCC1.Cl[C:27]1[CH:32]=[C:31]([O:33][C:34]2[CH:39]=[CH:38][C:37]([NH:40][C:41]3[CH:46]=[C:45]([C:47]4[CH:52]=[CH:51][CH:50]=[CH:49][CH:48]=4)[N:44]=[C:43]([NH2:53])[N:42]=3)=[CH:36][CH:35]=2)[CH:30]=[CH:29][N:28]=1.[Li+].C[Si]([N-:59][Si](C)(C)C)(C)C.Cl.[OH-].[Na+]. Product: [NH2:59][C:27]1[CH:32]=[C:31]([O:33][C:34]2[CH:39]=[CH:38][C:37]([NH:40][C:41]3[CH:46]=[C:45]([C:47]4[CH:52]=[CH:51][CH:50]=[CH:49][CH:48]=4)[N:44]=[C:43]([NH2:53])[N:42]=3)=[CH:36][CH:35]=2)[CH:30]=[CH:29][N:28]=1. The catalyst class is: 110. (9) Reactant: [CH3:1][CH:2]([C:14](=O)[CH3:15])[C:3]([NH:5][CH2:6][CH2:7][C:8]1[CH:13]=[CH:12][CH:11]=[CH:10][CH:9]=1)=[O:4].[NH3:17].[Cl-].[Al+3].[Cl-].[Cl-]. Product: [CH2:6]([NH:5][C:3](=[O:4])[C:2]([CH3:1])=[C:14]([NH2:17])[CH3:15])[CH2:7][C:8]1[CH:13]=[CH:12][CH:11]=[CH:10][CH:9]=1. The catalyst class is: 27. (10) Product: [C:1]([O:7][C:8]1[C:9]([CH3:18])=[C:10]2[N:15]([CH:16]=1)[N:14]=[CH:13][N:12]=[C:11]2[O:29][C:21]1[CH:22]=[CH:23][C:24]([N+:26]([O-:28])=[O:27])=[CH:25][C:20]=1[F:19])(=[O:6])[C:2]([CH3:5])([CH3:4])[CH3:3]. Reactant: [C:1]([O:7][C:8]1[C:9]([CH3:18])=[C:10]2[N:15]([CH:16]=1)[N:14]=[CH:13][N:12]=[C:11]2Cl)(=[O:6])[C:2]([CH3:5])([CH3:4])[CH3:3].[F:19][C:20]1[CH:25]=[C:24]([N+:26]([O-:28])=[O:27])[CH:23]=[CH:22][C:21]=1[OH:29].C([O-])([O-])=O.[K+].[K+]. The catalyst class is: 3.